This data is from Peptide-MHC class I binding affinity with 185,985 pairs from IEDB/IMGT. The task is: Regression. Given a peptide amino acid sequence and an MHC pseudo amino acid sequence, predict their binding affinity value. This is MHC class I binding data. The peptide sequence is ERYFRINSL. The MHC is HLA-B15:01 with pseudo-sequence HLA-B15:01. The binding affinity (normalized) is 0.